From a dataset of Peptide-MHC class I binding affinity with 185,985 pairs from IEDB/IMGT. Regression. Given a peptide amino acid sequence and an MHC pseudo amino acid sequence, predict their binding affinity value. This is MHC class I binding data. (1) The peptide sequence is SFGVWIRTPPA. The MHC is Patr-A0901 with pseudo-sequence Patr-A0901. The binding affinity (normalized) is 0.344. (2) The peptide sequence is CYHCQFCFLKK. The MHC is Mamu-B03 with pseudo-sequence Mamu-B03. The binding affinity (normalized) is 0.0894. (3) The peptide sequence is WAANELDRF. The MHC is Mamu-A2201 with pseudo-sequence Mamu-A2201. The binding affinity (normalized) is 0.102. (4) The MHC is HLA-B07:02 with pseudo-sequence HLA-B07:02. The binding affinity (normalized) is 0.925. The peptide sequence is KPGTSGSPI.